Predict the reactants needed to synthesize the given product. From a dataset of Full USPTO retrosynthesis dataset with 1.9M reactions from patents (1976-2016). (1) The reactants are: [C:1]([N:4]1[CH2:9][CH2:8][C:7]([F:23])([CH:10]([O:15][Si](CC)(CC)CC)[C:11]([F:14])([F:13])[F:12])[CH2:6][CH2:5]1)(=[O:3])[CH3:2].[F-].C([N+](CCCC)(CCCC)CCCC)CCC.O.C(OCC)(=O)C. Given the product [C:1]([N:4]1[CH2:5][CH2:6][C:7]([F:23])([CH:10]([OH:15])[C:11]([F:13])([F:12])[F:14])[CH2:8][CH2:9]1)(=[O:3])[CH3:2], predict the reactants needed to synthesize it. (2) Given the product [CH2:33]([O:32][C:16]1[CH:15]=[C:14]([S:13][C:10]2[CH:11]=[CH:12][C:7]([O:6][CH2:5][C:4]([OH:38])=[O:3])=[C:8]([CH3:37])[CH:9]=2)[CH:19]=[C:18]([C:20]#[C:21][C:22]2[CH:23]=[CH:24][C:25]([S:28]([CH3:31])(=[O:30])=[O:29])=[CH:26][CH:27]=2)[CH:17]=1)[CH:34]([CH3:36])[CH3:35], predict the reactants needed to synthesize it. The reactants are: C([O:3][C:4](=[O:38])[CH2:5][O:6][C:7]1[CH:12]=[CH:11][C:10]([S:13][C:14]2[CH:19]=[C:18]([C:20]#[C:21][C:22]3[CH:27]=[CH:26][C:25]([S:28]([CH3:31])(=[O:30])=[O:29])=[CH:24][CH:23]=3)[CH:17]=[C:16]([O:32][CH2:33][CH:34]([CH3:36])[CH3:35])[CH:15]=2)=[CH:9][C:8]=1[CH3:37])C.[OH-].[Na+].Cl.